From a dataset of Forward reaction prediction with 1.9M reactions from USPTO patents (1976-2016). Predict the product of the given reaction. (1) Given the reactants O.[SH-].[Na+:3].C([S:11][C:12]1[N:17]=[C:16]([N:18]([CH2:27][O:28][CH2:29][CH2:30][Si:31]([CH3:34])([CH3:33])[CH3:32])[S:19]([N:22]2[CH2:26][CH2:25][CH2:24][CH2:23]2)(=[O:21])=[O:20])[CH:15]=[C:14]([NH:35][C@H:36]([CH3:39])[CH2:37][OH:38])[N:13]=1)C1C=CC=CC=1, predict the reaction product. The product is: [OH:38][CH2:37][C@H:36]([NH:35][C:14]1[CH:15]=[C:16]([N:18]([S:19]([N:22]2[CH2:26][CH2:25][CH2:24][CH2:23]2)(=[O:20])=[O:21])[CH2:27][O:28][CH2:29][CH2:30][Si:31]([CH3:33])([CH3:34])[CH3:32])[N:17]=[C:12]([S-:11])[N:13]=1)[CH3:39].[Na+:3]. (2) The product is: [F:1][C:2]1[CH:7]=[CH:6][C:5]([C:8]2[C:14]3[CH:15]=[CH:16][C:17]([C:19]([F:22])([F:21])[F:20])=[CH:18][C:13]=3[CH2:12][S:11](=[O:23])(=[O:24])[N:10]([CH3:25])[N:9]=2)=[CH:4][CH:3]=1. Given the reactants [F:1][C:2]1[CH:7]=[CH:6][C:5]([C:8]2[C:14]3[CH:15]=[CH:16][C:17]([C:19]([F:22])([F:21])[F:20])=[CH:18][C:13]=3[CH2:12][S:11](=[O:24])(=[O:23])[NH:10][N:9]=2)=[CH:4][CH:3]=1.[CH3:25]I, predict the reaction product. (3) The product is: [Cl:1][C:2]1[C:10]2[C:9]3[CH:11]=[CH:12][CH:13]=[CH:14][C:8]=3[S:7][C:6]=2[C:5]([C:32]2[CH:33]=[CH:34][CH:35]=[C:36]3[C:31]=2[O:30][C:29]([N:23]2[CH2:24][CH2:25][O:26][CH2:27][CH2:28]2)=[CH:38][C:37]3=[O:39])=[CH:4][CH:3]=1. Given the reactants [Cl:1][C:2]1[C:10]2[C:9]3[CH:11]=[CH:12][CH:13]=[CH:14][C:8]=3[S:7][C:6]=2[C:5](OS(C(F)(F)F)(=O)=O)=[CH:4][CH:3]=1.[N:23]1([C:29]2[O:30][C:31]3[C:36]([C:37](=[O:39])[CH:38]=2)=[CH:35][CH:34]=[CH:33][C:32]=3B2OC(C)(C)C(C)(C)O2)[CH2:28][CH2:27][O:26][CH2:25][CH2:24]1.C(=O)([O-])[O-].[K+].[K+], predict the reaction product.